Dataset: HIV replication inhibition screening data with 41,000+ compounds from the AIDS Antiviral Screen. Task: Binary Classification. Given a drug SMILES string, predict its activity (active/inactive) in a high-throughput screening assay against a specified biological target. (1) The compound is COC1CC(CC2CCC(C)C(C(C)C(=O)O)O2)OC2(OC(C)(C3CCC(C)(C4OC(C5OC(O)(CO)C(C)CC5C)CC4C)O3)CC2C)C1C. The result is 1 (active). (2) The molecule is O=C([O-])C(F)(F)F.Oc1cc(O)c2ccc(-c3ccc(O)c(O)c3)[o+]c2c1. The result is 0 (inactive). (3) The molecule is Cc1ccc(C(C)C)c(OP(=S)(S)Oc2cc(C)ccc2C(C)C)c1. The result is 0 (inactive).